This data is from Forward reaction prediction with 1.9M reactions from USPTO patents (1976-2016). The task is: Predict the product of the given reaction. (1) Given the reactants [Br:1][C:2]1[CH:7]=[CH:6][C:5]([C:8](=[O:29])[CH:9]=P(C2C=CC=CC=2)(C2C=CC=CC=2)C2C=CC=CC=2)=[CH:4][C:3]=1[CH3:30].[Cl:31][C:32]1[CH:33]=[C:34]([C:39](=O)[C:40]([F:43])([F:42])[F:41])[CH:35]=[C:36]([Cl:38])[CH:37]=1, predict the reaction product. The product is: [Br:1][C:2]1[CH:7]=[CH:6][C:5]([C:8](=[O:29])[CH:9]=[C:39]([C:34]2[CH:35]=[C:36]([Cl:38])[CH:37]=[C:32]([Cl:31])[CH:33]=2)[C:40]([F:43])([F:42])[F:41])=[CH:4][C:3]=1[CH3:30]. (2) Given the reactants [C:1]1([S:7]([N:10]2[C:18]3[C:13](=[CH:14][CH:15]=[CH:16][C:17]=3[F:19])[CH:12]=[CH:11]2)(=[O:9])=[O:8])[CH:6]=[CH:5][CH:4]=[CH:3][CH:2]=1.C(=O)(O)[O-].[Na+].[Br:25]Br, predict the reaction product. The product is: [C:1]1([S:7]([N:10]2[C:18]3[C:13](=[CH:14][CH:15]=[CH:16][C:17]=3[F:19])[C:12]([Br:25])=[CH:11]2)(=[O:9])=[O:8])[CH:2]=[CH:3][CH:4]=[CH:5][CH:6]=1. (3) Given the reactants [S-:1][C:2]#[N:3].[K+].[Br:5][C:6]1[N:11]=[CH:10][C:9]([NH2:12])=[CH:8][CH:7]=1.BrBr, predict the reaction product. The product is: [Br:5][C:6]1[N:11]=[C:10]2[S:1][C:2]([NH2:3])=[N:12][C:9]2=[CH:8][CH:7]=1. (4) Given the reactants [Cl:1][C:2]1[CH:7]=[CH:6][C:5]([C:8]2[CH:9]=[C:10]3[C:14](=[C:15]([C:17]([OH:19])=O)[CH:16]=2)[NH:13][CH:12]=[CH:11]3)=[CH:4][CH:3]=1.C[N:21](C(ON1N=NC2C=CC=NC1=2)=[N+](C)C)C.F[P-](F)(F)(F)(F)F.N, predict the reaction product. The product is: [Cl:1][C:2]1[CH:7]=[CH:6][C:5]([C:8]2[CH:9]=[C:10]3[C:14](=[C:15]([C:17]([NH2:21])=[O:19])[CH:16]=2)[NH:13][CH:12]=[CH:11]3)=[CH:4][CH:3]=1. (5) Given the reactants Cl[CH2:2][CH2:3][C:4]([C:6]1[CH:11]=[CH:10][CH:9]=[CH:8][CH:7]=1)=[O:5].[Br:12][C:13]1[CH:18]=[CH:17][C:16]([C@@H:19]([NH2:21])[CH3:20])=[CH:15][CH:14]=1.C([O-])([O-])=O.[K+].[K+], predict the reaction product. The product is: [Br:12][C:13]1[CH:18]=[CH:17][C:16]([C@@H:19]([NH:21][CH2:2][CH2:3][C:4]([C:6]2[CH:11]=[CH:10][CH:9]=[CH:8][CH:7]=2)=[O:5])[CH3:20])=[CH:15][CH:14]=1. (6) Given the reactants Cl[C:2]1[CH:7]=[C:6]([Cl:8])[N:5]=[N:4][C:3]=1[CH3:9].CC1(C)C(C)(C)OB([C:18]2[S:22][C:21]([C:23]([O:25][CH3:26])=[O:24])=[CH:20][CH:19]=2)O1.[F-].[K+].N#N, predict the reaction product. The product is: [Cl:8][C:6]1[N:5]=[N:4][C:3]([CH3:9])=[C:2]([C:18]2[S:22][C:21]([C:23]([O:25][CH3:26])=[O:24])=[CH:20][CH:19]=2)[CH:7]=1. (7) Given the reactants C[O:2][C:3](=[O:13])[CH:4]=[CH:5][C:6]1[CH:11]=[CH:10][C:9]([NH2:12])=[CH:8][CH:7]=1.[CH:14]1[C:26]2[CH:25]([CH2:27][O:28][C:29]([NH:31][C:32]([CH3:37])([CH3:36])[C:33](O)=[O:34])=[O:30])[C:24]3[C:19](=[CH:20][CH:21]=[CH:22][CH:23]=3)[C:18]=2[CH:17]=[CH:16][CH:15]=1.C1C2C(COC(=O)N[C@H](C(=O)NC3C=CC(C)=CC=3)CCCCNC(OC(C)(C)C)=O)C3C(=CC=CC=3)C=2C=CC=1.[OH-].[Na+], predict the reaction product. The product is: [CH:23]1[C:24]2[CH:25]([CH2:27][O:28][C:29]([NH:31][C:32]([CH3:37])([CH3:36])[C:33]([NH:12][C:9]3[CH:10]=[CH:11][C:6]([CH:5]=[CH:4][C:3]([OH:2])=[O:13])=[CH:7][CH:8]=3)=[O:34])=[O:30])[C:26]3[C:18](=[CH:17][CH:16]=[CH:15][CH:14]=3)[C:19]=2[CH:20]=[CH:21][CH:22]=1. (8) Given the reactants Cl[C:2]1[C:11]2[C:6](=[CH:7][C:8]([C:12]3[CH:13]=[C:14]([CH:21]=[CH:22][C:23]=3[CH3:24])[C:15]([NH:17][CH:18]3[CH2:20][CH2:19]3)=[O:16])=[CH:9][CH:10]=2)[CH:5]=[N:4][N:3]=1.[F:25][C:26]([F:41])([F:40])[C:27]1[CH:32]=[C:31]([C:33]([F:36])([F:35])[F:34])[CH:30]=[CH:29][C:28]=1B(O)O.C(=O)([O-])[O-].[K+].[K+].O, predict the reaction product. The product is: [F:25][C:26]([F:40])([F:41])[C:27]1[CH:32]=[C:31]([C:33]([F:34])([F:35])[F:36])[CH:30]=[CH:29][C:28]=1[C:2]1[C:11]2[C:6](=[CH:7][C:8]([C:12]3[CH:13]=[C:14]([CH:21]=[CH:22][C:23]=3[CH3:24])[C:15]([NH:17][CH:18]3[CH2:20][CH2:19]3)=[O:16])=[CH:9][CH:10]=2)[CH:5]=[N:4][N:3]=1.